From a dataset of Forward reaction prediction with 1.9M reactions from USPTO patents (1976-2016). Predict the product of the given reaction. (1) Given the reactants Cl[C:2]1[CH:10]=[C:9](Cl)[CH:8]=[C:7]2[C:3]=1[CH:4]=[C:5]([C:12]([O:14][CH2:15][CH3:16])=[O:13])[NH:6]2.[C:17]([Zn]C#N)#[N:18].CC(C1C=C(C(C)C)C(C2C=CC=CC=2P(C2CCCCC2)C2CCCCC2)=C(C(C)C)C=1)C.[CH3:56][N:57](C=O)C, predict the reaction product. The product is: [C:17]([C:2]1[CH:10]=[C:9]([C:56]#[N:57])[CH:8]=[C:7]2[C:3]=1[CH:4]=[C:5]([C:12]([O:14][CH2:15][CH3:16])=[O:13])[NH:6]2)#[N:18]. (2) Given the reactants Br[C:2]1[CH:3]=[C:4]([CH:16]=[CH:17][C:18]=1[O:19]COC)[CH2:5][C:6]1[CH:15]=[C:14]2[C:8](=[CH:9][CH:10]=[CH:11][CH:12]=[CH:13]2)[CH:7]=1.[CH3:23]CCCCC.C([Li])CCC.C[Si](C)(C)[O:36][C@@H:37]1[C@@H:43]([O:44][Si](C)(C)C)[C@H:42]([O:49][Si](C)(C)C)[C@@H:41]([CH2:54][O:55][Si](C)(C)C)[O:40][C:38]1=[O:39].C(OC(=O)C)C.Cl.[OH-].[Na+], predict the reaction product. The product is: [CH:7]1[C:8]2[C:14]([CH:13]=[CH:12][CH:11]=[CH:10][CH:9]=2)=[CH:15][C:6]=1[CH2:5][C:4]1[CH:16]=[CH:17][C:18]([OH:19])=[C:2]([C:38]2([O:40][C@H:41]([CH2:54][OH:55])[C@@H:42]([OH:49])[C@H:43]([OH:44])[C@H:37]2[OH:36])[O:39][CH3:23])[CH:3]=1. (3) Given the reactants [NH2:1][C:2]1[C:7]([F:8])=[C:6](Cl)[N:5]=[C:4]([C:10]([O:12][CH3:13])=[O:11])[C:3]=1[O:14][CH3:15].[CH3:16][O:17][C:18]1[N:23]=[CH:22][C:21](B(O)O)=[CH:20][CH:19]=1.[F-].[Cs+].C(#N)C, predict the reaction product. The product is: [NH2:1][C:2]1[C:3]([O:14][CH3:15])=[C:4]([C:10]([O:12][CH3:13])=[O:11])[N:5]=[C:6]([C:21]2[CH:22]=[N:23][C:18]([O:17][CH3:16])=[CH:19][CH:20]=2)[C:7]=1[F:8].